Task: Predict the product of the given reaction.. Dataset: Forward reaction prediction with 1.9M reactions from USPTO patents (1976-2016) (1) Given the reactants [C:1]([C:3]1[CH:11]=[C:10]2[C:6]([C:7]([CH2:14][C:15]3[CH:20]=[CH:19][C:18]([C:21](=[O:30])[NH:22][CH2:23][C:24]4[N:29]=[CH:28][CH:27]=[CH:26][N:25]=4)=[CH:17][C:16]=3[C:31]3[C:32]([C:38]([OH:40])=[O:39])=[CH:33][C:34]([CH3:37])=[CH:35][CH:36]=3)=[CH:8][N:9]2[CH2:12][CH3:13])=[CH:5][CH:4]=1)#[N:2].C(C1C=C2C(C(CC3C=CC(C(=O)NCC4C=NC=CC=4)=CC=3C3C(C(O)=O)=CC(C)=CC=3)=CN2CC)=CC=1)(=N)[NH2:42].C(O)(=O)C(O)=O.NCC1N=CC=CN=1, predict the reaction product. The product is: [C:1]([C:3]1[CH:11]=[C:10]2[C:6]([C:7]([CH2:14][C:15]3[CH:20]=[CH:19][C:18]([C:21](=[O:30])[NH:22][CH2:23][C:24]4[NH:29][CH2:28][CH2:27][CH2:26][N:25]=4)=[CH:17][C:16]=3[C:31]3[C:32]([C:38]([OH:40])=[O:39])=[CH:33][C:34]([CH3:37])=[CH:35][CH:36]=3)=[CH:8][N:9]2[CH2:12][CH3:13])=[CH:5][CH:4]=1)(=[NH:42])[NH2:2]. (2) Given the reactants [CH2:1]([N:8]1[C:20]2[C:19]([O:21][CH2:22][CH3:23])=[CH:18][CH:17]=[C:16]([C:24]([O:26]C3C=CC([N+]([O-])=O)=CC=3)=O)[C:15]=2[C:14]2[C:9]1=[CH:10][CH:11]=[CH:12][CH:13]=2)[C:2]1[CH:7]=[CH:6][CH:5]=[CH:4][CH:3]=1.[Cl:36][C:37]1[C:38](N)=[N:39][CH:40]=[C:41]([Cl:43])[CH:42]=1.[H-].[Na+].Cl.C[N:49](C=O)C, predict the reaction product. The product is: [Cl:36][C:37]1[CH:38]=[N:39][CH:40]=[C:41]([Cl:43])[C:42]=1[NH:49][C:24]([C:16]1[C:15]2[C:14]3[C:9](=[CH:10][CH:11]=[CH:12][CH:13]=3)[N:8]([CH2:1][C:2]3[CH:3]=[CH:4][CH:5]=[CH:6][CH:7]=3)[C:20]=2[C:19]([O:21][CH2:22][CH3:23])=[CH:18][CH:17]=1)=[O:26]. (3) Given the reactants C(OC(=O)[NH:7][C@H:8]([C:15](=[O:27])[NH:16][C:17]1[CH:21]=[CH:20][N:19]([CH2:22][C:23]([OH:26])([CH3:25])[CH3:24])[N:18]=1)[CH2:9][C@@H:10]([O:12][CH2:13][CH3:14])[CH3:11])(C)(C)C.FC(F)(F)C(O)=O.[Cl:36]CCl, predict the reaction product. The product is: [ClH:36].[OH:26][C:23]([CH3:25])([CH3:24])[CH2:22][N:19]1[CH:20]=[CH:21][C:17]([NH:16][C:15](=[O:27])[C@@H:8]([NH2:7])[CH2:9][C@@H:10]([O:12][CH2:13][CH3:14])[CH3:11])=[N:18]1.